This data is from Reaction yield outcomes from USPTO patents with 853,638 reactions. The task is: Predict the reaction yield, written as a fraction of the theoretical maximum amount of product (1.0 means a 100% yield; for example, 0.34 means a 34% yield). The reactants are Br[C:2]1[CH:7]=[CH:6][C:5]([C:8]2[C:14]3[CH:15]=[CH:16][CH:17]=[CH:18][C:13]=3[CH2:12][CH2:11][CH2:10][CH:9]=2)=[CH:4][CH:3]=1.[C:19]([O:23][CH3:24])(=[O:22])[CH:20]=[CH2:21].C(N(CC)CC)C. The catalyst is CN(C=O)C.Cl[Pd](Cl)([P](C1C=CC=CC=1)(C1C=CC=CC=1)C1C=CC=CC=1)[P](C1C=CC=CC=1)(C1C=CC=CC=1)C1C=CC=CC=1. The product is [CH3:24][O:23][C:19](=[O:22])[CH:20]=[CH:21][C:2]1[CH:7]=[CH:6][C:5]([C:8]2[C:14]3[CH:15]=[CH:16][CH:17]=[CH:18][C:13]=3[CH2:12][CH2:11][CH2:10][CH:9]=2)=[CH:4][CH:3]=1. The yield is 0.900.